Dataset: Forward reaction prediction with 1.9M reactions from USPTO patents (1976-2016). Task: Predict the product of the given reaction. The product is: [C:1]([C:5]1[N:6]=[C:7]([N:22]2[CH2:27][CH2:26][CH2:55][O:51]2)[C:8]2[N:13]=[N:12][N:11]([CH2:14][C:15]3[CH:20]=[CH:19][CH:18]=[CH:17][C:16]=3[Cl:21])[C:9]=2[N:10]=1)([CH3:3])([CH3:2])[CH3:4]. Given the reactants [C:1]([C:5]1[N:6]=[C:7]([N:22]2[CH2:27][CH2:26]OCC2)[C:8]2[N:13]=[N:12][N:11]([CH2:14][C:15]3[CH:20]=[CH:19][CH:18]=[CH:17][C:16]=3[Cl:21])[C:9]=2[N:10]=1)([CH3:4])([CH3:3])[CH3:2].C(C1N=C(Cl)C2N=NN(CC3C=CC=CC=3Cl)C=2N=1)(C)(C)C.Cl.[O:51]1[CH2:55]CCN1, predict the reaction product.